Predict the reactants needed to synthesize the given product. From a dataset of Retrosynthesis with 50K atom-mapped reactions and 10 reaction types from USPTO. (1) Given the product COc1ccc(N2CCN(CCCOc3cc4c5c(c(=O)oc4cc3OC)CCC5)CC2)cc1, predict the reactants needed to synthesize it. The reactants are: COc1cc2oc(=O)c3c(c2cc1OCCCCl)CCC3.COc1ccc(N2CCNCC2)cc1. (2) Given the product CCOC(COc1ccc(C)c([N+](=O)[O-])c1)OCC, predict the reactants needed to synthesize it. The reactants are: CCOC(CCl)OCC.Cc1ccc(O)cc1[N+](=O)[O-]. (3) Given the product COC(=O)c1cc(Oc2ccc([N+](=O)[O-])c(NCc3ccccc3)c2)ccc1NS(=O)(=O)c1ccc(C)cc1, predict the reactants needed to synthesize it. The reactants are: COC(=O)c1cc(O)ccc1NS(=O)(=O)c1ccc(C)cc1.O=[N+]([O-])c1ccc(F)cc1NCc1ccccc1. (4) Given the product CCC1CC(OCc2ccc(OC)cc2)CC1c1nnc2cnc3c(ccn3COCC[Si](C)(C)C)n12, predict the reactants needed to synthesize it. The reactants are: CCC1CC(OCc2ccc(OC)cc2)CC1c1nnc2cnc3[nH]ccc3n12.C[Si](C)(C)CCOCCl. (5) Given the product COc1cc(Nc2c(C#N)cnc3cc4cc(OCCCl)c(OC)cc4cc23)c(C)cc1Cl, predict the reactants needed to synthesize it. The reactants are: COc1cc(N)c(C)cc1Cl.COc1cc2cc3ncc(C#N)c(Cl)c3cc2cc1OCCCl. (6) The reactants are: Cn1ccc(COc2ccc3nc([C@H]4CCCC[C@H]4C(=O)O)n(Cc4ccc(Br)cc4)c3c2)n1.FC1(F)CNC1. Given the product Cn1ccc(COc2ccc3nc([C@H]4CCCC[C@H]4C(=O)O)n(Cc4ccc(N5CC(F)(F)C5)cc4)c3c2)n1, predict the reactants needed to synthesize it.